Predict the reaction yield, written as a fraction of the theoretical maximum amount of product (1.0 means a 100% yield; for example, 0.34 means a 34% yield). From a dataset of Reaction yield outcomes from USPTO patents with 853,638 reactions. (1) The reactants are [CH3:1][C:2]1([CH3:46])[CH2:13][C:12]2[CH:11]=[C:10]3[N:5]([CH2:6][CH2:7][N:8]([C:15]4[C:20]([CH2:21][OH:22])=[C:19]([C:23]5[CH:24]=[C:25]([NH:31][C:32]6[CH:37]=[CH:36][N:35]=[C:34]([N:38]7[CH2:42][CH2:41][CH:40]([C:43](O)=[O:44])[CH2:39]7)[N:33]=6)[C:26](=[O:30])[N:27]([CH3:29])[CH:28]=5)[CH:18]=[CH:17][N:16]=4)[C:9]3=[O:14])[C:4]=2[CH2:3]1.F[P-](F)(F)(F)(F)F.C[N+](C)=C(N(C)C)O[N:58]1[C:62]2N=CC=C[C:61]=2[N:60]=N1. The catalyst is C(N(CC)CC)C.NCC#N.C1COCC1. The product is [C:62]([CH2:61][NH:60][C:43]([CH:40]1[CH2:41][CH2:42][N:38]([C:34]2[N:33]=[C:32]([NH:31][C:25]3[C:26](=[O:30])[N:27]([CH3:29])[CH:28]=[C:23]([C:19]4[CH:18]=[CH:17][N:16]=[C:15]([N:8]5[CH2:7][CH2:6][N:5]6[C:10](=[CH:11][C:12]7[CH2:13][C:2]([CH3:46])([CH3:1])[CH2:3][C:4]=76)[C:9]5=[O:14])[C:20]=4[CH2:21][OH:22])[CH:24]=3)[CH:37]=[CH:36][N:35]=2)[CH2:39]1)=[O:44])#[N:58]. The yield is 0.280. (2) The reactants are [N:1]1([CH2:6][CH2:7][O:8][C:9]2[CH:10]=[C:11]3[C:16](=[CH:17][CH:18]=2)[C:15](=[O:19])[CH2:14][CH2:13][CH2:12]3)[CH:5]=[CH:4][N:3]=[CH:2]1.[Br:20][C:21]1[CH:22]=[C:23]([CH:26]=O)[S:24][CH:25]=1. The catalyst is [OH-].[K+].CCO. The product is [Br:20][C:21]1[CH:22]=[C:23]([CH:26]=[C:14]2[CH2:13][CH2:12][C:11]3[C:16](=[CH:17][CH:18]=[C:9]([O:8][CH2:7][CH2:6][N:1]4[CH:5]=[CH:4][N:3]=[CH:2]4)[CH:10]=3)[C:15]2=[O:19])[S:24][CH:25]=1. The yield is 0.430.